This data is from Reaction yield outcomes from USPTO patents with 853,638 reactions. The task is: Predict the reaction yield, written as a fraction of the theoretical maximum amount of product (1.0 means a 100% yield; for example, 0.34 means a 34% yield). (1) The reactants are [O:1]1[CH:5]=[CH:4][CH:3]=[C:2]1[C:6]1[O:10][N:9]=[C:8](C(O)=O)[CH:7]=1.C1C=CC(P([N:28]=[N+]=[N-])(C2C=CC=CC=2)=O)=CC=1.O. The catalyst is C1C=CC=CC=1. The product is [O:1]1[CH:5]=[CH:4][CH:3]=[C:2]1[C:6]1[O:10][N:9]=[C:8]([NH2:28])[CH:7]=1. The yield is 0.400. (2) The reactants are C([O:3][C:4]([C@H:6]1[CH2:11][CH2:10][C@H:9]([O:12][C:13]2[CH:18]=[CH:17][N:16]=[CH:15][N:14]=2)[CH2:8][CH2:7]1)=[O:5])C.[OH-].[Na+]. The catalyst is O1CCOCC1. The product is [N:16]1[CH:17]=[CH:18][C:13]([O:12][C@H:9]2[CH2:8][CH2:7][C@H:6]([C:4]([OH:5])=[O:3])[CH2:11][CH2:10]2)=[N:14][CH:15]=1. The yield is 0.950. (3) The reactants are [H-].[Na+].[CH2:3]([C:10]1([CH3:20])[N:15]([CH3:16])[C:14](=[O:17])[CH2:13][N:12]([CH3:18])[C:11]1=[O:19])[C:4]1[CH:9]=[CH:8][CH:7]=[CH:6][CH:5]=1.Br[CH2:22][C:23]1[CH:28]=[CH:27][CH:26]=[C:25]([Cl:29])[C:24]=1[Cl:30].O. The catalyst is CN(C)C=O. The product is [CH2:3]([C:10]1([CH3:20])[N:15]([CH3:16])[C:14](=[O:17])[CH:13]([CH2:22][C:23]2[CH:28]=[CH:27][CH:26]=[C:25]([Cl:29])[C:24]=2[Cl:30])[N:12]([CH3:18])[C:11]1=[O:19])[C:4]1[CH:5]=[CH:6][CH:7]=[CH:8][CH:9]=1. The yield is 0.200. (4) The reactants are [CH3:1][S:2]([C:5]1[CH:10]=[CH:9][C:8]([N+:11]([O-])=O)=[CH:7][N:6]=1)(=[O:4])=[O:3].[Cl-].[NH4+]. The catalyst is O.CO.[Fe]. The product is [CH3:1][S:2]([C:5]1[N:6]=[CH:7][C:8]([NH2:11])=[CH:9][CH:10]=1)(=[O:4])=[O:3]. The yield is 0.910. (5) The reactants are [CH3:1][P:2](=[O:7])([O:5][CH3:6])[O:3][CH3:4].[Li]CCCC.C[O:14][C:15](=O)[C@H:16]([CH2:26][C:27]1[CH:32]=[CH:31][CH:30]=[CH:29][CH:28]=1)[NH:17][C:18](=[O:25])[C:19]1[CH:24]=[CH:23][CH:22]=[CH:21][CH:20]=1.CC(O)=O. The catalyst is C1COCC1. The product is [C:18]([NH:17][C@@H:16]([CH2:26][C:27]1[CH:32]=[CH:31][CH:30]=[CH:29][CH:28]=1)[C:15](=[O:14])[CH2:1][P:2](=[O:7])([O:5][CH3:6])[O:3][CH3:4])(=[O:25])[C:19]1[CH:20]=[CH:21][CH:22]=[CH:23][CH:24]=1. The yield is 0.660.